From a dataset of Full USPTO retrosynthesis dataset with 1.9M reactions from patents (1976-2016). Predict the reactants needed to synthesize the given product. (1) Given the product [CH:4]([C:3]1[N:19]=[C:25]([C:23]([O:22][CH2:21][CH3:20])=[O:24])[S:15][CH:2]=1)([CH3:6])[CH3:5], predict the reactants needed to synthesize it. The reactants are: Br[CH2:2][C:3](=O)[CH:4]([CH3:6])[CH3:5].C(OC(C1O[S:15]C=CC=1)=O)C.[NH3:19].[CH3:20][CH2:21][O:22][C:23]([CH3:25])=[O:24]. (2) Given the product [CH3:17][N:18]1[C:22]([C:2]2[CH:3]=[C:4]([C:7]([O:9][CH3:10])=[O:8])[S:5][CH:6]=2)=[CH:21][CH:20]=[N:19]1, predict the reactants needed to synthesize it. The reactants are: Br[C:2]1[CH:3]=[C:4]([C:7]([O:9][CH3:10])=[O:8])[S:5][CH:6]=1.C([O-])([O-])=O.[K+].[K+].[CH3:17][N:18]1[C:22](B2OC(C)(C)C(C)(C)O2)=[CH:21][CH:20]=[N:19]1. (3) Given the product [C:6]1([N:12]2[C:13]3=[C:14]4[C:15](=[CH:16][CH:21]=[C:22]3[NH:23][S:1]2(=[O:3])=[O:2])[CH:8]=[CH:7][CH:6]=[N:12]4)[CH:7]=[CH:8][CH:9]=[CH:10][CH:11]=1, predict the reactants needed to synthesize it. The reactants are: [S:1](N)(N)(=[O:3])=[O:2].[C:6]1([NH:12][C:13]2[C:22]([NH2:23])=[C:21]3[C:16](C=CC=N3)=[CH:15][CH:14]=2)[CH:11]=[CH:10][CH:9]=[CH:8][CH:7]=1. (4) Given the product [NH2:26][C:29]1[CH:34]=[CH:33][C:32]([C:35]2[S:39][C:38]([CH2:40][CH2:41][NH:42][C:43](=[O:49])[O:44][C:45]([CH3:47])([CH3:46])[CH3:48])=[N:37][CH:36]=2)=[CH:31][CH:30]=1, predict the reactants needed to synthesize it. The reactants are: CC1OC(CC2CCC(C3SC(C4C=CC(N)=CC=4)=CN=3)CC2)=NN=1.[N+:26]([C:29]1[CH:34]=[CH:33][C:32]([C:35]2[S:39][C:38]([CH2:40][CH2:41][NH:42][C:43](=[O:49])[O:44][C:45]([CH3:48])([CH3:47])[CH3:46])=[N:37][CH:36]=2)=[CH:31][CH:30]=1)([O-])=O. (5) Given the product [CH3:29][S:30]([NH:33][C:24](=[O:25])[C:23]1[CH:22]=[CH:21][C:20]([CH2:19][N:11]([S:8]([C:5]2[CH:4]=[CH:3][C:2]([Cl:1])=[CH:7][CH:6]=2)(=[O:9])=[O:10])[CH2:12][C:13]2[CH:18]=[CH:17][CH:16]=[CH:15][N:14]=2)=[CH:28][CH:27]=1)(=[O:32])=[O:31], predict the reactants needed to synthesize it. The reactants are: [Cl:1][C:2]1[CH:7]=[CH:6][C:5]([S:8]([N:11]([CH2:19][C:20]2[CH:28]=[CH:27][C:23]([C:24](O)=[O:25])=[CH:22][CH:21]=2)[CH2:12][C:13]2[CH:18]=[CH:17][CH:16]=[CH:15][N:14]=2)(=[O:10])=[O:9])=[CH:4][CH:3]=1.[CH3:29][S:30]([NH2:33])(=[O:32])=[O:31]. (6) Given the product [CH2:26]([N:14]1[CH2:15][CH2:16][C:10]2[CH:9]=[C:8]([N+:5]([O-:7])=[O:6])[CH:18]=[CH:17][C:11]=2[CH2:12][CH2:13]1)[CH3:27], predict the reactants needed to synthesize it. The reactants are: [N+]([O-])(O)=O.[N+:5]([C:8]1[CH:18]=[CH:17][C:11]2[CH2:12][CH2:13][NH:14][CH2:15][CH2:16][C:10]=2[CH:9]=1)([O-:7])=[O:6].C(=O)([O-])[O-].[K+].[K+].I[CH2:26][CH3:27]. (7) Given the product [Cl:23][C:24]1[CH:32]=[C:31]([CH:33]([O:22][CH2:21][C:8]2([C:5]3[CH:4]=[CH:3][C:2]([F:1])=[CH:7][CH:6]=3)[CH2:9][CH2:10][N:11]([C:14]([O:16][C:17]([CH3:18])([CH3:19])[CH3:20])=[O:15])[CH2:12][CH2:13]2)[C:34]([O:36][CH3:37])=[O:35])[C:30]2[C:26](=[CH:27][N:28]([CH2:40][O:41][CH2:42][CH2:43][Si:44]([CH3:46])([CH3:45])[CH3:47])[N:29]=2)[CH:25]=1, predict the reactants needed to synthesize it. The reactants are: [F:1][C:2]1[CH:7]=[CH:6][C:5]([C:8]2([CH2:21][OH:22])[CH2:13][CH2:12][N:11]([C:14]([O:16][C:17]([CH3:20])([CH3:19])[CH3:18])=[O:15])[CH2:10][CH2:9]2)=[CH:4][CH:3]=1.[Cl:23][C:24]1[CH:32]=[C:31]([C:33](=[N+]=[N-])[C:34]([O:36][CH3:37])=[O:35])[C:30]2[C:26](=[CH:27][N:28]([CH2:40][O:41][CH2:42][CH2:43][Si:44]([CH3:47])([CH3:46])[CH3:45])[N:29]=2)[CH:25]=1. (8) Given the product [CH3:15][S:16]([CH:2]=[C:3]([C:6]1[C:11]([CH3:12])=[CH:10][C:9]([CH3:13])=[CH:8][C:7]=1[CH3:14])[C:4]#[N:5])(=[O:18])=[O:17], predict the reactants needed to synthesize it. The reactants are: O[CH:2]=[C:3]([C:6]1[C:11]([CH3:12])=[CH:10][C:9]([CH3:13])=[CH:8][C:7]=1[CH3:14])[C:4]#[N:5].[CH3:15][S:16](Cl)(=[O:18])=[O:17].O. (9) The reactants are: [C:9](O[C:9]([O:11][C:12]([CH3:15])([CH3:14])[CH3:13])=[O:10])([O:11][C:12]([CH3:15])([CH3:14])[CH3:13])=[O:10].Cl.[CH3:17][O:18][C:19](=[O:27])[C@@H:20]([NH2:26])[C@H:21]([N:23]=[N+:24]=[N-:25])[CH3:22].CCN(C(C)C)C(C)C. Given the product [CH3:17][O:18][C:19](=[O:27])[C@:20]([NH2:26])([C:9]([O:11][C:12]([CH3:13])([CH3:14])[CH3:15])=[O:10])[C@H:21]([N:23]=[N+:24]=[N-:25])[CH3:22], predict the reactants needed to synthesize it. (10) Given the product [CH3:1][S:2]([N:5]1[CH2:6][CH:7]=[C:8]([C:11]2[CH:12]=[C:13]3[CH:19]=[C:18]([CH:20]4[CH2:25][CH2:24][N:23]([CH2:31][C:28]5([C:27]([F:38])([F:37])[F:26])[CH2:30][CH2:29]5)[CH2:22][CH2:21]4)[O:17][C:14]3=[CH:15][N:16]=2)[CH2:9][CH2:10]1)(=[O:3])=[O:4], predict the reactants needed to synthesize it. The reactants are: [CH3:1][S:2]([N:5]1[CH2:10][CH:9]=[C:8]([C:11]2[CH:12]=[C:13]3[CH:19]=[C:18]([CH:20]4[CH2:25][CH2:24][NH:23][CH2:22][CH2:21]4)[O:17][C:14]3=[CH:15][N:16]=2)[CH2:7][CH2:6]1)(=[O:4])=[O:3].[F:26][C:27]([F:38])([F:37])[C:28]1([CH2:31]OS(C)(=O)=O)[CH2:30][CH2:29]1.